Dataset: Reaction yield outcomes from USPTO patents with 853,638 reactions. Task: Predict the reaction yield, written as a fraction of the theoretical maximum amount of product (1.0 means a 100% yield; for example, 0.34 means a 34% yield). The reactants are Br[CH2:2][CH2:3][CH2:4][CH:5]=[CH2:6].C([O-])([O-])=O.[K+].[K+].[C:13]1(=[O:23])[NH:17][C:16](=[O:18])[C:15]2=[CH:19][CH:20]=[CH:21][CH:22]=[C:14]12.[K].O. The catalyst is CN(C=O)C. The product is [CH2:2]([N:17]1[C:13](=[O:23])[C:14]2[C:15](=[CH:19][CH:20]=[CH:21][CH:22]=2)[C:16]1=[O:18])[CH2:3][CH2:4][CH:5]=[CH2:6]. The yield is 0.725.